From a dataset of Full USPTO retrosynthesis dataset with 1.9M reactions from patents (1976-2016). Predict the reactants needed to synthesize the given product. (1) Given the product [F:8][C:5]1[CH:6]=[CH:7][C:2]([N:9]2[CH2:12][CH:11]([NH:13][C:14](=[O:39])[C:15]3[CH:20]=[CH:19][C:18]([S:21]([N:24]4[C:32]5[C:27](=[CH:28][CH:29]=[CH:30][CH:31]=5)[C:26]([C:33]5[CH:34]=[CH:35][CH:36]=[CH:37][CH:38]=5)=[CH:25]4)(=[O:22])=[O:23])=[CH:17][CH:16]=3)[CH2:10]2)=[CH:3][CH:4]=1, predict the reactants needed to synthesize it. The reactants are: Br[C:2]1[CH:7]=[CH:6][C:5]([F:8])=[CH:4][CH:3]=1.[NH:9]1[CH2:12][CH:11]([NH:13][C:14](=[O:39])[C:15]2[CH:20]=[CH:19][C:18]([S:21]([N:24]3[C:32]4[C:27](=[CH:28][CH:29]=[CH:30][CH:31]=4)[C:26]([C:33]4[CH:38]=[CH:37][CH:36]=[CH:35][CH:34]=4)=[CH:25]3)(=[O:23])=[O:22])=[CH:17][CH:16]=2)[CH2:10]1.C(P(C(C)(C)C)C1C=CC=CC=1C1C=CC=CC=1)(C)(C)C.CC(C)([O-])C.[Na+]. (2) Given the product [Cl:29][B:26]([C:14]1[C:15]([F:24])=[C:16]([F:23])[C:17]([F:22])=[C:18]([F:21])[C:19]=1[F:20])[C:14]1[C:15]([F:24])=[C:16]([F:23])[C:17]([F:22])=[C:18]([F:21])[C:19]=1[F:20], predict the reactants needed to synthesize it. The reactants are: C[Sn](C)([C:14]1[C:19]([F:20])=[C:18]([F:21])[C:17]([F:22])=[C:16]([F:23])[C:15]=1[F:24])[C:14]1[C:15]([F:24])=[C:16]([F:23])[C:17]([F:22])=[C:18]([F:21])[C:19]=1[F:20].[B:26]([Cl:29])(Cl)Cl. (3) Given the product [CH3:25][N:26]([CH3:32])[CH:27]1[CH2:31][CH2:30][N:29]([C:2]2[CH:3]=[C:4]3[C:9](=[CH:10][CH:11]=2)[N:8]=[C:7]([CH3:12])[C:6]([C:13](=[O:18])[C:14]([F:17])([F:16])[F:15])=[C:5]3[C:19]2[CH:24]=[CH:23][CH:22]=[CH:21][CH:20]=2)[CH2:28]1, predict the reactants needed to synthesize it. The reactants are: Br[C:2]1[CH:3]=[C:4]2[C:9](=[CH:10][CH:11]=1)[N:8]=[C:7]([CH3:12])[C:6]([C:13](=[O:18])[C:14]([F:17])([F:16])[F:15])=[C:5]2[C:19]1[CH:24]=[CH:23][CH:22]=[CH:21][CH:20]=1.[CH3:25][N:26]([CH3:32])[CH:27]1[CH2:31][CH2:30][NH:29][CH2:28]1. (4) Given the product [CH3:47][C:50]1[C:4]([N:8]([CH2:18][O:19][CH2:20][CH2:21][O:22][CH3:23])[S:9]([C:12]2[S:13][CH:14]=[CH:15][C:16]=2[C:25]2[CH:30]=[CH:29][C:28]([CH:31]=[O:32])=[CH:27][CH:26]=2)(=[O:10])=[O:11])=[N:3][O:44][C:45]=1[CH3:46], predict the reactants needed to synthesize it. The reactants are: CC1[N:3]=[C:4]([N:8]([CH2:18][O:19][CH2:20][CH2:21][O:22][CH3:23])[S:9]([C:12]2[S:13][CH:14]=[CH:15][C:16]=2Br)(=[O:11])=[O:10])SC=1C.B(O)(O)[C:25]1[CH:30]=[CH:29][C:28]([CH:31]=[O:32])=[CH:27][CH:26]=1.C(=O)([O-])[O-].[Na+].[Na+].C([O:44][CH2:45][CH3:46])(=O)C.[CH2:47]([CH2:50]OC)OC. (5) Given the product [NH2:5][CH2:4][CH2:3][C@H:2]([NH:1][C:26]([O:28][C:29]([CH3:32])([CH3:31])[CH3:30])=[O:27])[C:23]([OH:25])=[O:24], predict the reactants needed to synthesize it. The reactants are: [NH:1]([C:26]([O:28][C:29]([CH3:32])([CH3:31])[CH3:30])=[O:27])[C@H:2]([C:23]([OH:25])=[O:24])[CH2:3][CH2:4][NH:5]C(OCC1C2C(=CC=CC=2)C2C1=CC=CC=2)=O.N1CCCCC1. (6) Given the product [CH3:42][NH:45][C:31]([C:6]1[CH:7]=[CH:8][CH:9]=[C:10]2[C:5]=1[N:4]=[C:3]([C:34]1[CH:39]=[CH:38][CH:37]=[CH:36][N:35]=1)[C:2]([CH3:1])=[C:11]2[NH:12][C:13]1[C:18]([C:19]2[CH:24]=[N:23][CH:22]=[N:21][CH:20]=2)=[CH:17][N:16]=[C:15]([N:25]2[CH2:30][CH2:29][O:28][CH2:27][CH2:26]2)[CH:14]=1)=[O:32], predict the reactants needed to synthesize it. The reactants are: [CH3:1][C:2]1[C:3]([C:34]2[CH:39]=[CH:38][CH:37]=[CH:36][N:35]=2)=[N:4][C:5]2[C:10]([C:11]=1[NH:12][C:13]1[C:18]([C:19]3[CH:20]=[N:21][CH:22]=[N:23][CH:24]=3)=[CH:17][N:16]=[C:15]([N:25]3[CH2:30][CH2:29][O:28][CH2:27][CH2:26]3)[CH:14]=1)=[CH:9][CH:8]=[CH:7][C:6]=2[C:31](O)=[O:32].CN.[CH:42]([N:45](C(C)C)CC)(C)C.